Dataset: Catalyst prediction with 721,799 reactions and 888 catalyst types from USPTO. Task: Predict which catalyst facilitates the given reaction. (1) Reactant: [CH3:1][Si:2]([CH3:36])([C:32]([CH3:35])([CH3:34])[CH3:33])[O:3][C@H:4]1[CH2:21][CH2:20][C@@:19]2([CH3:22])[CH:6]([C@@H:7]([OH:31])[CH2:8][C@@H:9]3[C@@H:18]2[CH2:17][CH2:16][C@@:14]2([CH3:15])[C@H:10]3[CH2:11][CH2:12][C@@H:13]2[O:23][Si:24]([CH3:30])([CH3:29])[C:25]([CH3:28])([CH3:27])[CH3:26])[CH2:5]1.[CH3:37][Si:38]([CH3:72])([C:68]([CH3:71])([CH3:70])[CH3:69])[O:39][C@@H:40]1[CH2:57][CH2:56][C@@:55]2([CH3:58])[CH:42]([C@@H:43]([OH:67])[CH2:44][C@@H:45]3[C@@H:54]2[CH2:53][CH2:52][C@@:50]2([CH3:51])[C@H:46]3[CH2:47][CH2:48][C@@H:49]2[O:59][Si:60]([CH3:66])([CH3:65])[C:61]([CH3:64])([CH3:63])[CH3:62])[CH2:41]1. Product: [CH3:36][Si:2]([CH3:1])([C:32]([CH3:35])([CH3:34])[CH3:33])[O:3][C@H:4]1[CH2:21][CH2:20][C@@:19]2([CH3:22])[CH:6]([C:7](=[O:31])[CH2:8][C@@H:9]3[C@@H:18]2[CH2:17][CH2:16][C@@:14]2([CH3:15])[C@H:10]3[CH2:11][CH2:12][C@@H:13]2[O:23][Si:24]([CH3:29])([CH3:30])[C:25]([CH3:26])([CH3:27])[CH3:28])[CH2:5]1.[CH3:72][Si:38]([CH3:37])([C:68]([CH3:71])([CH3:70])[CH3:69])[O:39][C@@H:40]1[CH2:57][CH2:56][C@@:55]2([CH3:58])[CH:42]([C:43](=[O:67])[CH2:44][C@@H:45]3[C@@H:54]2[CH2:53][CH2:52][C@@:50]2([CH3:51])[C@H:46]3[CH2:47][CH2:48][C@@H:49]2[O:59][Si:60]([CH3:65])([CH3:66])[C:61]([CH3:62])([CH3:63])[CH3:64])[CH2:41]1. The catalyst class is: 862. (2) Reactant: Cl[C:2]1[CH:7]=[CH:6][C:5]([NH:8][C:9]([NH:11][C:12]2[CH:17]=[CH:16][CH:15]=[C:14]([C:18]3[CH:23]=[CH:22][CH:21]=[C:20]([N:24]4[CH2:28][CH2:27][CH2:26][CH2:25]4)[N:19]=3)[CH:13]=2)=[O:10])=[CH:4][CH:3]=1.C1(N)CCCCC1.CCN(C(C)C)C(C)C. Product: [CH:5]1([NH:8][C:9]([NH:11][C:12]2[CH:17]=[CH:16][CH:15]=[C:14]([C:18]3[CH:23]=[CH:22][CH:21]=[C:20]([N:24]4[CH2:28][CH2:27][CH2:26][CH2:25]4)[N:19]=3)[CH:13]=2)=[O:10])[CH2:6][CH2:7][CH2:2][CH2:3][CH2:4]1. The catalyst class is: 3.